Dataset: NCI-60 drug combinations with 297,098 pairs across 59 cell lines. Task: Regression. Given two drug SMILES strings and cell line genomic features, predict the synergy score measuring deviation from expected non-interaction effect. (1) Drug 1: CC1C(C(CC(O1)OC2CC(CC3=C2C(=C4C(=C3O)C(=O)C5=C(C4=O)C(=CC=C5)OC)O)(C(=O)C)O)N)O.Cl. Drug 2: CC1=C(N=C(N=C1N)C(CC(=O)N)NCC(C(=O)N)N)C(=O)NC(C(C2=CN=CN2)OC3C(C(C(C(O3)CO)O)O)OC4C(C(C(C(O4)CO)O)OC(=O)N)O)C(=O)NC(C)C(C(C)C(=O)NC(C(C)O)C(=O)NCCC5=NC(=CS5)C6=NC(=CS6)C(=O)NCCC[S+](C)C)O. Cell line: UACC-257. Synergy scores: CSS=-2.18, Synergy_ZIP=1.49, Synergy_Bliss=6.68, Synergy_Loewe=0.285, Synergy_HSA=1.19. (2) Drug 1: C(CC(=O)O)C(=O)CN.Cl. Drug 2: C1CNP(=O)(OC1)N(CCCl)CCCl. Cell line: HOP-62. Synergy scores: CSS=12.6, Synergy_ZIP=0.615, Synergy_Bliss=6.14, Synergy_Loewe=-5.26, Synergy_HSA=-1.88.